From a dataset of Experimentally validated miRNA-target interactions with 360,000+ pairs, plus equal number of negative samples. Binary Classification. Given a miRNA mature sequence and a target amino acid sequence, predict their likelihood of interaction. (1) The miRNA is hsa-miR-7845-5p with sequence AAGGGACAGGGAGGGUCGUGG. Result: 0 (no interaction). The protein sequence of the target gene is MSSRLGAVPATSGPTTFKQQRSTRIVGAKNSRTQCSIKDNSFQYTIPHDDSLSGSSSASSCEPVSDFPASFRKSTYWMKMRRIKPAATSHVEGSGGVSAKGKRKPRQEEDEDYREFPQKKHKLYGRKQRPKTQPNPKSQARRIRKEPPVYAAGSLEEQWYLEIVDKGSVSCPTCQAVGRKTIEGLKKHMENCKQEMFTCHHCGKQLRSLAGMKYHVMANHNSLPILKAGDEIDEPSERERLRTVLKRLGKLRCMRESCSSSFTSIMGYLYHVRKCGKGAAELEKMTLKCHHCGKPYRSKA.... (2) The miRNA is bta-miR-17-5p with sequence CAAAGUGCUUACAGUGCAGGUAGU. The protein sequence of the target gene is MATVVVEATEPEPSGSIGNPAATTSPSLSHRFLDSKFYLLVVVGETVTEEHLRRAIGNIELGIRSWDTNLIECNLDQELKLFVSRHSARFSPEVPGQKILHHRSDVLETVVLINPSDEAVSTEVRLMITDAARHKLLVLTGQCFENTGELILQSGSFSFQNFIEIFTDQEIGELLSTTHPANKASLTLFCPEEGDWKNSNLDRHNLQDFINIKLNSASILPEMEGLSEFTEYLSESVEVPSPFDILEPPTSGGFLKLSKPCCYIFPGGRGDSALFAVNGFNMLINGGSERKSCFWKLIRH.... Result: 0 (no interaction). (3) The miRNA is hsa-miR-6787-3p with sequence UCUCAGCUGCUGCCCUCUCCAG. The protein sequence of the target gene is MAQRAFPNPYADYNKSLAENYFDSTGRLTPEFSHRLTNKIRELLQQMERGLKSADPRDGTGYTGWAGIAVLYLHLHNVFGDPAYLQMAHSYVKQSLNCLSRRSITFLCGDAGPLAVAAVLYHKMNSEKQAEECITRLIHLNKIDPHVPNEMLYGRIGYIFALLFVNKNFGEEKIPQSHIQQICENILTSGENLSRKRNLAAKSPLMYEWYQEYYVGAAHGLAGIYYYLMQPSLQVNQGKLHSLVKPSVDFVCRLKFPSGNYPPCLDDTRDLLVHWCHGAPGVIYMLIQAYKVFKEERYLC.... Result: 0 (no interaction). (4) The miRNA is gga-miR-21-5p with sequence UAGCUUAUCAGACUGAUGUUGA. The protein sequence of the target gene is MDTVVFEDVVVDFTLEEWALLNPAQRKLYRDVMLETFKHLASVDNEAQLKASGSISQQDTSGEKLSLKQKIEKFTRKNIWASLLGKNWEEHSVKDKHNTKERHLSRNPRVERPCKSSKGNKRGRTFRKTRNCNRHLRKNCCTSVRRYECSQCGKLFTHSSSLIRHKRAHSGQKLYKCKECGKAFSRPSYLQTHEKTHSGEKPYACQSCGKTFLRSHSLTEHVRTHTGEKPYECGQCGKGFSCPKSFRAHVMMHAGGRPYECKHCGKAFRCQKSFRVHMIMHAGGRPYECKQCGKAYCWAT.... Result: 0 (no interaction). (5) Result: 0 (no interaction). The protein sequence of the target gene is MWGDSRPANRTGPFRGSQEERFAPGWNRDYPPPPLKSHAQERHSGNFPGRDSLPFDFQGHSGPPFANVEEHSFSYGARDGPHGDYRGGEGPGHDFRGGDFSSSDFQSRDSSQLDFRGRDIHSGDFRDREGPPMDYRGGDGTSMDYRGREAPHMNYRDRDAHAVDFRGRDAPPSDFRGRGTYDLDFRGRDGSHADFRGRDLSDLDFRAREQSRSDFRNRDVSDLDFRDKDGTQVDFRGRGSGTTDLDFRDRDTPHSDFRGRHRSRTDQDFRGREMGSCMEFKDREMPPVDPNILDYIQPST.... The miRNA is hsa-miR-7845-5p with sequence AAGGGACAGGGAGGGUCGUGG. (6) The miRNA is hsa-miR-6507-5p with sequence GAAGAAUAGGAGGGACUUUGU. The protein sequence of the target gene is MQSDDVIWDTLGNKQFCSFKIRTKTQSFCRNEYSLTGLCNRSSCPLANSQYATIKEEKGQCYLYMKVIERAAFPRRLWERVRLSKNYEKALEQIDENLIYWPRFIRHKCKQRFTKITQYLIRIRKLTLKRQRKLVPLSKKVERREKRREEKALIAAQLDNAIEKELLERLKQDTYGDIYNFPIHAFDKALEQQEAESDSSDTEEKDDDDDDEEDVGKREFVEDGEVDESDISDFEDMDKLDASSDEDQDGKSSSEEEEEKALSAKHKGKMPLRGPLQRKRAYVEIEYEQETEPVAKAKTT.... Result: 1 (interaction). (7) The miRNA is mmu-miR-382-5p with sequence GAAGUUGUUCGUGGUGGAUUCG. The protein sequence of the target gene is MATAQLSHCITIHKASKETVFPSQITNEHESLKMVKKLFATSISCITYLRGLFPESSYGERHLDDLSLKILREDKKCPGSLHIIRWIQGCFDALEKRYLRMAVLTLYTDPMGSEKVTEMYQFKFKYTKEGATMDFDSHSSSTSFESGTNNEDIKKASVLLIRKLYILMQDLEPLPNNVVLTMKLHYYNAVTPHDYQPLGFKEGVNSHFLLFDKEPINVQVGFVSTGFHSMKVKVMTEATKVIDLENNLFRENSTTEIAHQGLDCDEEEECNDHIQRMNFVCSQQSSECSRKKRKVSEPVK.... Result: 0 (no interaction).